Predict the reactants needed to synthesize the given product. From a dataset of Full USPTO retrosynthesis dataset with 1.9M reactions from patents (1976-2016). Given the product [NH2:1][C:2]1[N:3]=[CH:4][C:5]([C:10]2[CH:11]=[C:12]([CH:23]=[CH:24][CH:25]=2)[C:13]([N:15]([CH2:16][C:17]2[CH:22]=[CH:21][CH:20]=[CH:19][CH:18]=2)[C:44]2[CH:42]=[CH:25][CH:10]=[CH:5][CH:4]=2)=[O:14])=[N:6][C:7]=1[CH2:8][N:26]1[CH2:31][CH2:30][O:29][CH2:28][CH2:27]1, predict the reactants needed to synthesize it. The reactants are: [NH2:1][C:2]1[N:3]=[CH:4][C:5]([C:10]2[CH:11]=[C:12]([CH:23]=[CH:24][CH:25]=2)[C:13]([NH:15][CH2:16][C:17]2[CH:22]=[CH:21][CH:20]=[CH:19][CH:18]=2)=[O:14])=[N:6][C:7]=1[CH:8]=O.[NH:26]1[CH2:31][CH2:30][O:29][CH2:28][CH2:27]1.[BH-](O[C:42]([CH3:44])=O)(OC(C)=O)OC(C)=O.[Na+].